Dataset: NCI-60 drug combinations with 297,098 pairs across 59 cell lines. Task: Regression. Given two drug SMILES strings and cell line genomic features, predict the synergy score measuring deviation from expected non-interaction effect. (1) Drug 1: COC1=C(C=C2C(=C1)N=CN=C2NC3=CC(=C(C=C3)F)Cl)OCCCN4CCOCC4. Drug 2: CCC(=C(C1=CC=CC=C1)C2=CC=C(C=C2)OCCN(C)C)C3=CC=CC=C3.C(C(=O)O)C(CC(=O)O)(C(=O)O)O. Cell line: KM12. Synergy scores: CSS=45.7, Synergy_ZIP=-0.540, Synergy_Bliss=8.57, Synergy_Loewe=14.7, Synergy_HSA=15.2. (2) Drug 1: CC(C)(C#N)C1=CC(=CC(=C1)CN2C=NC=N2)C(C)(C)C#N. Drug 2: CC(C)CN1C=NC2=C1C3=CC=CC=C3N=C2N. Cell line: PC-3. Synergy scores: CSS=4.94, Synergy_ZIP=-2.71, Synergy_Bliss=-2.04, Synergy_Loewe=-1.83, Synergy_HSA=-0.531. (3) Synergy scores: CSS=11.4, Synergy_ZIP=-7.65, Synergy_Bliss=1.68, Synergy_Loewe=-4.11, Synergy_HSA=-2.63. Drug 2: CCC1=CC2CC(C3=C(CN(C2)C1)C4=CC=CC=C4N3)(C5=C(C=C6C(=C5)C78CCN9C7C(C=CC9)(C(C(C8N6C)(C(=O)OC)O)OC(=O)C)CC)OC)C(=O)OC.C(C(C(=O)O)O)(C(=O)O)O. Drug 1: CC1C(C(CC(O1)OC2CC(CC3=C2C(=C4C(=C3O)C(=O)C5=C(C4=O)C(=CC=C5)OC)O)(C(=O)CO)O)N)O.Cl. Cell line: ACHN. (4) Drug 1: CC1=C2C(C(=O)C3(C(CC4C(C3C(C(C2(C)C)(CC1OC(=O)C(C(C5=CC=CC=C5)NC(=O)OC(C)(C)C)O)O)OC(=O)C6=CC=CC=C6)(CO4)OC(=O)C)OC)C)OC. Drug 2: C1=C(C(=O)NC(=O)N1)F. Cell line: HS 578T. Synergy scores: CSS=72.8, Synergy_ZIP=9.32, Synergy_Bliss=8.93, Synergy_Loewe=11.8, Synergy_HSA=13.8. (5) Drug 1: CC1OCC2C(O1)C(C(C(O2)OC3C4COC(=O)C4C(C5=CC6=C(C=C35)OCO6)C7=CC(=C(C(=C7)OC)O)OC)O)O. Drug 2: C1=NNC2=C1C(=O)NC=N2. Cell line: SNB-19. Synergy scores: CSS=33.6, Synergy_ZIP=-0.0499, Synergy_Bliss=-1.53, Synergy_Loewe=-0.263, Synergy_HSA=-0.0806. (6) Drug 1: CC(C1=C(C=CC(=C1Cl)F)Cl)OC2=C(N=CC(=C2)C3=CN(N=C3)C4CCNCC4)N. Drug 2: C1C(C(OC1N2C=NC3=C2NC=NCC3O)CO)O. Cell line: COLO 205. Synergy scores: CSS=12.2, Synergy_ZIP=0.108, Synergy_Bliss=3.40, Synergy_Loewe=-9.36, Synergy_HSA=-0.145. (7) Drug 1: CC1=C2C(C(=O)C3(C(CC4C(C3C(C(C2(C)C)(CC1OC(=O)C(C(C5=CC=CC=C5)NC(=O)OC(C)(C)C)O)O)OC(=O)C6=CC=CC=C6)(CO4)OC(=O)C)OC)C)OC. Drug 2: COC1=C(C=C2C(=C1)N=CN=C2NC3=CC(=C(C=C3)F)Cl)OCCCN4CCOCC4. Cell line: BT-549. Synergy scores: CSS=64.7, Synergy_ZIP=5.32, Synergy_Bliss=4.00, Synergy_Loewe=4.74, Synergy_HSA=7.14.